From a dataset of Full USPTO retrosynthesis dataset with 1.9M reactions from patents (1976-2016). Predict the reactants needed to synthesize the given product. (1) Given the product [CH3:21][O:22][CH2:23][CH2:24][N:25]([CH3:26])[C:16](=[O:18])[C:15]1[CH:14]=[CH:13][C:12](/[CH:11]=[CH:10]/[C:3]2[C:4]3[C:9](=[CH:8][CH:7]=[CH:6][CH:5]=3)[NH:1][N:2]=2)=[CH:20][CH:19]=1, predict the reactants needed to synthesize it. The reactants are: [NH:1]1[C:9]2[C:4](=[CH:5][CH:6]=[CH:7][CH:8]=2)[C:3](/[CH:10]=[CH:11]/[C:12]2[CH:20]=[CH:19][C:15]([C:16]([OH:18])=O)=[CH:14][CH:13]=2)=[N:2]1.[CH3:21][O:22][CH2:23][CH2:24][NH:25][CH3:26].O.ON1C2C=CC=CC=2N=N1.Cl.C(N=C=NCCCN(C)C)C.C(=O)([O-])O.[Na+]. (2) Given the product [CH3:1][C:2]1([CH3:19])[CH2:10][C:9]2[NH:8][CH:7]=[C:6]([CH2:11][CH2:12][CH2:13][N:15]([CH3:17])[CH3:16])[C:5]=2[CH2:4][CH2:3]1, predict the reactants needed to synthesize it. The reactants are: [CH3:1][C:2]1([CH3:19])[CH2:10][C:9]2[NH:8][CH:7]=[C:6]([CH2:11][CH2:12][C:13]([N:15]([CH3:17])[CH3:16])=O)[C:5]=2[C:4](=O)[CH2:3]1.[H-].[Al+3].[Li+].[H-].[H-].[H-].[OH-].[Na+].O. (3) Given the product [Cl:27][C:5]1[C:6]([N:11]2[CH2:16][CH2:15][N:14]([C:17]([C:19]3[CH:20]=[CH:21][C:22]([O:25][CH3:26])=[CH:23][CH:24]=3)=[O:18])[CH2:13][CH2:12]2)=[C:7]2[N:8]=[C:34]([C:33]3[CH:36]=[CH:37][C:30]([N:29]([CH3:38])[CH3:28])=[CH:31][CH:32]=3)[NH:1][C:2]2=[N:3][CH:4]=1, predict the reactants needed to synthesize it. The reactants are: [NH2:1][C:2]1[C:7]([N+:8]([O-])=O)=[C:6]([N:11]2[CH2:16][CH2:15][N:14]([C:17]([C:19]3[CH:24]=[CH:23][C:22]([O:25][CH3:26])=[CH:21][CH:20]=3)=[O:18])[CH2:13][CH2:12]2)[C:5]([Cl:27])=[CH:4][N:3]=1.[CH3:28][N:29]([CH3:38])[C:30]1[CH:37]=[CH:36][C:33]([CH:34]=O)=[CH:32][CH:31]=1.[O-]S(S([O-])=O)=O.[Na+].[Na+].